Dataset: Full USPTO retrosynthesis dataset with 1.9M reactions from patents (1976-2016). Task: Predict the reactants needed to synthesize the given product. The reactants are: [CH3:1][C:2]1[C:7]([N+:8]([O-])=O)=[CH:6][CH:5]=[C:4]([CH3:11])[C:3]=1[NH:12][C:13](=[O:19])[CH2:14][C:15]([CH3:18])([CH3:17])[CH3:16]. Given the product [NH2:8][C:7]1[C:2]([CH3:1])=[C:3]([NH:12][C:13](=[O:19])[CH2:14][C:15]([CH3:16])([CH3:17])[CH3:18])[C:4]([CH3:11])=[CH:5][CH:6]=1, predict the reactants needed to synthesize it.